This data is from NCI-60 drug combinations with 297,098 pairs across 59 cell lines. The task is: Regression. Given two drug SMILES strings and cell line genomic features, predict the synergy score measuring deviation from expected non-interaction effect. (1) Drug 1: C1CCC(CC1)NC(=O)N(CCCl)N=O. Drug 2: CC(C)NC(=O)C1=CC=C(C=C1)CNNC.Cl. Cell line: SF-295. Synergy scores: CSS=38.9, Synergy_ZIP=2.18, Synergy_Bliss=2.90, Synergy_Loewe=-3.25, Synergy_HSA=3.06. (2) Drug 1: C1=NC2=C(N1)C(=S)N=C(N2)N. Drug 2: CCC1=C2CN3C(=CC4=C(C3=O)COC(=O)C4(CC)O)C2=NC5=C1C=C(C=C5)O. Cell line: OVCAR3. Synergy scores: CSS=64.5, Synergy_ZIP=-5.61, Synergy_Bliss=-4.68, Synergy_Loewe=-0.909, Synergy_HSA=1.44. (3) Drug 1: CS(=O)(=O)C1=CC(=C(C=C1)C(=O)NC2=CC(=C(C=C2)Cl)C3=CC=CC=N3)Cl. Drug 2: CCC1=C2CN3C(=CC4=C(C3=O)COC(=O)C4(CC)O)C2=NC5=C1C=C(C=C5)O. Synergy scores: CSS=40.7, Synergy_ZIP=0.314, Synergy_Bliss=-0.117, Synergy_Loewe=-14.1, Synergy_HSA=0.340. Cell line: OVCAR3. (4) Drug 1: CC12CCC(CC1=CCC3C2CCC4(C3CC=C4C5=CN=CC=C5)C)O. Drug 2: C1=CC=C(C(=C1)C(C2=CC=C(C=C2)Cl)C(Cl)Cl)Cl. Cell line: HCC-2998. Synergy scores: CSS=1.11, Synergy_ZIP=0.888, Synergy_Bliss=0.804, Synergy_Loewe=-8.26, Synergy_HSA=-2.45. (5) Drug 1: CN(C)C1=NC(=NC(=N1)N(C)C)N(C)C. Drug 2: CCC1(C2=C(COC1=O)C(=O)N3CC4=CC5=C(C=CC(=C5CN(C)C)O)N=C4C3=C2)O.Cl. Cell line: MOLT-4. Synergy scores: CSS=66.2, Synergy_ZIP=-0.646, Synergy_Bliss=-3.97, Synergy_Loewe=-67.0, Synergy_HSA=-6.81. (6) Drug 1: C1=CC(=C2C(=C1NCCNCCO)C(=O)C3=C(C=CC(=C3C2=O)O)O)NCCNCCO. Drug 2: CC1OCC2C(O1)C(C(C(O2)OC3C4COC(=O)C4C(C5=CC6=C(C=C35)OCO6)C7=CC(=C(C(=C7)OC)O)OC)O)O. Cell line: NCI-H322M. Synergy scores: CSS=25.5, Synergy_ZIP=-1.63, Synergy_Bliss=0.553, Synergy_Loewe=-15.0, Synergy_HSA=2.40. (7) Drug 1: CC(CN1CC(=O)NC(=O)C1)N2CC(=O)NC(=O)C2. Drug 2: CC1=CC2C(CCC3(C2CCC3(C(=O)C)OC(=O)C)C)C4(C1=CC(=O)CC4)C. Cell line: NCIH23. Synergy scores: CSS=7.65, Synergy_ZIP=-5.46, Synergy_Bliss=-0.0248, Synergy_Loewe=-10.5, Synergy_HSA=-2.33. (8) Drug 1: CC(C)(C#N)C1=CC(=CC(=C1)CN2C=NC=N2)C(C)(C)C#N. Drug 2: COC1=C2C(=CC3=C1OC=C3)C=CC(=O)O2. Cell line: SR. Synergy scores: CSS=0.127, Synergy_ZIP=-1.85, Synergy_Bliss=-3.15, Synergy_Loewe=-2.50, Synergy_HSA=-2.41. (9) Drug 1: CS(=O)(=O)C1=CC(=C(C=C1)C(=O)NC2=CC(=C(C=C2)Cl)C3=CC=CC=N3)Cl. Drug 2: C1CCC(CC1)NC(=O)N(CCCl)N=O. Cell line: CCRF-CEM. Synergy scores: CSS=30.0, Synergy_ZIP=2.19, Synergy_Bliss=2.30, Synergy_Loewe=-6.16, Synergy_HSA=1.74. (10) Drug 1: C1CCN(CC1)CCOC2=CC=C(C=C2)C(=O)C3=C(SC4=C3C=CC(=C4)O)C5=CC=C(C=C5)O. Drug 2: CN(C(=O)NC(C=O)C(C(C(CO)O)O)O)N=O. Cell line: SNB-75. Synergy scores: CSS=0.363, Synergy_ZIP=1.23, Synergy_Bliss=1.46, Synergy_Loewe=-6.00, Synergy_HSA=-1.75.